This data is from HIV replication inhibition screening data with 41,000+ compounds from the AIDS Antiviral Screen. The task is: Binary Classification. Given a drug SMILES string, predict its activity (active/inactive) in a high-throughput screening assay against a specified biological target. The drug is CC(C)OC1CC(C)(C)c2c(-c3ccccc3)nn(-c3ccccc3)c2O1. The result is 0 (inactive).